This data is from Forward reaction prediction with 1.9M reactions from USPTO patents (1976-2016). The task is: Predict the product of the given reaction. Given the reactants [C:1]1([C:7]2[CH:8]=[CH:9][C:10]3[O:14][C:13]([CH2:15][OH:16])=[N:12][C:11]=3[CH:17]=2)[CH:6]=[CH:5][CH:4]=[CH:3][CH:2]=1.[C:18](N1C=CN=C1)(N1C=CN=C1)=[O:19].CC1C=CC(S(O)(=O)=O)=CC=1.[CH2:41]([O:44][C:45](=[O:55])[C@@H:46]([CH2:48][C:49]1[CH:54]=[CH:53][CH:52]=[CH:51][CH:50]=1)[NH2:47])[CH:42]=[CH2:43].C(N(CC)CC)C, predict the reaction product. The product is: [CH2:41]([O:44][C:45](=[O:55])[C@H:46]([NH:47][C:18]([O:16][CH2:15][C:13]1[O:14][C:10]2[CH:9]=[CH:8][C:7]([C:1]3[CH:2]=[CH:3][CH:4]=[CH:5][CH:6]=3)=[CH:17][C:11]=2[N:12]=1)=[O:19])[CH2:48][C:49]1[CH:50]=[CH:51][CH:52]=[CH:53][CH:54]=1)[CH:42]=[CH2:43].